This data is from Catalyst prediction with 721,799 reactions and 888 catalyst types from USPTO. The task is: Predict which catalyst facilitates the given reaction. (1) Reactant: [CH2:1]([O:3][C:4](=[O:22])[CH:5]=[CH:6][C@H:7]1[CH2:12][CH2:11][C:10]([F:14])([F:13])[CH2:9][N:8]1[C:15]([O:17][C:18]([CH3:21])([CH3:20])[CH3:19])=[O:16])[CH3:2]. The catalyst class is: 43. Product: [CH2:1]([O:3][C:4](=[O:22])[CH2:5][CH2:6][C@H:7]1[CH2:12][CH2:11][C:10]([F:14])([F:13])[CH2:9][N:8]1[C:15]([O:17][C:18]([CH3:21])([CH3:20])[CH3:19])=[O:16])[CH3:2]. (2) Reactant: [NH:1]1[CH2:6][CH2:5][CH:4]([OH:7])[CH2:3][CH2:2]1.C(O)(=O)C.[CH3:12][C:13]([CH3:15])=O. Product: [CH3:12][CH:13]([N:1]1[CH2:6][CH2:5][CH:4]([OH:7])[CH2:3][CH2:2]1)[CH3:15]. The catalyst class is: 26. (3) Reactant: [CH3:1][O:2][C:3]1[CH:12]=[C:11]2[C:6]([CH2:7][CH2:8][C:9](=[O:13])[CH2:10]2)=[CH:5][CH:4]=1.[S:14](=[O:17])([OH:16])[O-:15].[Na+]. Product: [S:14](=[O:15])([OH:17])[OH:16].[CH3:1][O:2][C:3]1[CH:12]=[C:11]2[C:6]([CH2:7][CH2:8][C:9](=[O:13])[CH2:10]2)=[CH:5][CH:4]=1. The catalyst class is: 5. (4) Reactant: [CH3:1][O:2][C:3]1[CH:10]=[CH:9][CH:8]=[CH:7][C:4]=1[NH:5][CH3:6].C(N(CC)CC)C.[Br:18][C:19]1[C:20]([Cl:29])=[CH:21][C:22]([F:28])=[C:23]([CH:27]=1)[C:24](Cl)=[O:25]. Product: [Br:18][C:19]1[C:20]([Cl:29])=[CH:21][C:22]([F:28])=[C:23]([CH:27]=1)[C:24]([N:5]([C:4]1[CH:7]=[CH:8][CH:9]=[CH:10][C:3]=1[O:2][CH3:1])[CH3:6])=[O:25]. The catalyst class is: 2.